The task is: Predict the reaction yield, written as a fraction of the theoretical maximum amount of product (1.0 means a 100% yield; for example, 0.34 means a 34% yield).. This data is from Reaction yield outcomes from USPTO patents with 853,638 reactions. (1) The reactants are [F:1][C:2]([F:29])([F:28])[C:3]1[CH:27]=[CH:26][CH:25]=[CH:24][C:4]=1[C:5]([N:7]1[CH2:11][C:10]2[CH2:12][N:13]([C:15]3[CH:23]=[CH:22][C:18]([C:19]([OH:21])=O)=[CH:17][N:16]=3)[CH2:14][C:9]=2[CH2:8]1)=[O:6].Cl.[S:31]1[CH:35]=[CH:34][N:33]=[C:32]1[CH2:36][NH2:37]. No catalyst specified. The product is [S:31]1[CH:35]=[CH:34][N:33]=[C:32]1[CH2:36][NH:37][C:19](=[O:21])[C:18]1[CH:22]=[CH:23][C:15]([N:13]2[CH2:14][C:9]3[CH2:8][N:7]([C:5](=[O:6])[C:4]4[CH:24]=[CH:25][CH:26]=[CH:27][C:3]=4[C:2]([F:29])([F:1])[F:28])[CH2:11][C:10]=3[CH2:12]2)=[N:16][CH:17]=1. The yield is 0.280. (2) The reactants are [Br:1][C:2]1[C:3]([O:11][C:12]2[CH:17]=[CH:16][C:15]([NH2:18])=[CH:14][C:13]=2[F:19])=[C:4]2[S:10][CH:9]=[CH:8][C:5]2=[N:6][CH:7]=1.N1C2=C(OC3C=CC(N[C:37]([NH:39][C:40](=[O:48])[CH2:41][C:42]4[CH:47]=[CH:46][CH:45]=[CH:44][CH:43]=4)=[S:38])=CC=3F)N=CC=C2C=C1. No catalyst specified. The product is [Br:1][C:2]1[C:3]([O:11][C:12]2[CH:17]=[CH:16][C:15]([NH:18][C:37]([NH:39][C:40](=[O:48])[CH2:41][C:42]3[CH:43]=[CH:44][CH:45]=[CH:46][CH:47]=3)=[S:38])=[CH:14][C:13]=2[F:19])=[C:4]2[S:10][CH:9]=[CH:8][C:5]2=[N:6][CH:7]=1. The yield is 0.990. (3) The reactants are [C:1]([O:5][C:6](=[O:22])[N:7]([CH:9]1[CH2:21][CH2:20][C:12]2(OCC(C)(C)C[O:13]2)[CH2:11][CH2:10]1)[CH3:8])([CH3:4])([CH3:3])[CH3:2].CC1C=CC(S([O-])(=O)=O)=CC=1.C1C=C[NH+]=CC=1. The catalyst is CC(C)=O.O. The product is [C:1]([O:5][C:6](=[O:22])[N:7]([CH3:8])[CH:9]1[CH2:21][CH2:20][C:12](=[O:13])[CH2:11][CH2:10]1)([CH3:4])([CH3:3])[CH3:2]. The yield is 0.870. (4) The reactants are Cl[S:2]([C:5]1[CH:14]=[CH:13][C:12]2[NH:11][C:10](=[O:15])[C:9]3[NH:16][CH:17]=[C:18]([C:19]([OH:21])=[O:20])[C:8]=3[C:7]=2[CH:6]=1)(=[O:4])=[O:3].[NH2:22][CH:23]1[CH:28]2[CH2:29][CH2:30][N:25]([CH2:26][CH2:27]2)[CH2:24]1.C(N(CC)CC)C. No catalyst specified. The product is [N:25]12[CH2:30][CH2:29][CH:28]([CH2:27][CH2:26]1)[CH:23]([NH:22][S:2]([C:5]1[CH:14]=[CH:13][C:12]3[NH:11][C:10](=[O:15])[C:9]4[NH:16][CH:17]=[CH:18][C:8]=4[C:7]=3[CH:6]=1)(=[O:3])=[O:4])[CH2:24]2.[CH2:18]([C:19]([O-:21])=[O:20])[CH3:17]. The yield is 0.0400. (5) The reactants are [CH2:1]([C:4]1([S:7](Cl)(=[O:9])=[O:8])[CH2:6][CH2:5]1)[CH:2]=[CH2:3].[F:11][C:12]1[C:17]([F:18])=[C:16]([NH:19][C:20]2[CH:25]=[CH:24][C:23]([I:26])=[CH:22][C:21]=2[F:27])[C:15]([NH2:28])=[C:14]([O:29][CH2:30][CH2:31][O:32][CH3:33])[CH:13]=1. No catalyst specified. The product is [CH2:1]([C:4]1([S:7]([NH:28][C:15]2[C:14]([O:29][CH2:30][CH2:31][O:32][CH3:33])=[CH:13][C:12]([F:11])=[C:17]([F:18])[C:16]=2[NH:19][C:20]2[CH:25]=[CH:24][C:23]([I:26])=[CH:22][C:21]=2[F:27])(=[O:9])=[O:8])[CH2:6][CH2:5]1)[CH:2]=[CH2:3]. The yield is 0.780. (6) The reactants are F[P-](F)(F)(F)(F)F.C[N+](C)=C(N(C)C)ON1C2N=CC=CC=2N=N1.[NH2:25][C:26]1[N:35]=[C:34]([N:36]2[CH2:41][CH2:40][N:39]([CH3:42])[CH2:38][CH2:37]2)[C:33]2[C:28](=[CH:29][C:30]([C:43](O)=[O:44])=[CH:31][CH:32]=2)[N:27]=1.C(N(CC)C(C)C)(C)C.[NH2:55][C@@H:56]([CH2:61][C:62]1[CH:67]=[CH:66][C:65]([C:68]2[CH:73]=[CH:72][CH:71]=[CH:70][CH:69]=2)=[CH:64][CH:63]=1)[C:57]([O:59][CH3:60])=[O:58]. The catalyst is CN(C)C=O. The product is [NH2:25][C:26]1[N:35]=[C:34]([N:36]2[CH2:37][CH2:38][N:39]([CH3:42])[CH2:40][CH2:41]2)[C:33]2[C:28](=[CH:29][C:30]([C:43]([NH:55][C@@H:56]([CH2:61][C:62]3[CH:67]=[CH:66][C:65]([C:68]4[CH:73]=[CH:72][CH:71]=[CH:70][CH:69]=4)=[CH:64][CH:63]=3)[C:57]([O:59][CH3:60])=[O:58])=[O:44])=[CH:31][CH:32]=2)[N:27]=1. The yield is 0.100. (7) The reactants are [N-:1]=[N+:2]=[N-:3].[Na+].[Cl-].[NH4+].[CH3:7][C:8]([CH3:13])([CH3:12])[CH:9]1[O:11][CH2:10]1. The catalyst is CO.O. The product is [N:1]([CH2:10][CH:9]([OH:11])[C:8]([CH3:13])([CH3:12])[CH3:7])=[N+:2]=[N-:3]. The yield is 0.940.